Predict the product of the given reaction. From a dataset of Forward reaction prediction with 1.9M reactions from USPTO patents (1976-2016). (1) Given the reactants [CH3:1][C:2]1[CH:31]=[C:30]([CH3:32])[CH:29]=[CH:28][C:3]=1[CH2:4][N:5]1[C:10]([C:11]2[CH:16]=[CH:15][C:14]([O:17][C:18]3[CH:23]=[CH:22][C:21]([N+:24]([O-])=O)=[CH:20][CH:19]=3)=[CH:13][CH:12]=2)=[CH:9][CH:8]=[CH:7][C:6]1=[O:27].C([O-])=O.[NH4+].C1(C)C=CC=CC=1.O, predict the reaction product. The product is: [NH2:24][C:21]1[CH:20]=[CH:19][C:18]([O:17][C:14]2[CH:13]=[CH:12][C:11]([C:10]3[N:5]([CH2:4][C:3]4[CH:28]=[CH:29][C:30]([CH3:32])=[CH:31][C:2]=4[CH3:1])[C:6](=[O:27])[CH:7]=[CH:8][CH:9]=3)=[CH:16][CH:15]=2)=[CH:23][CH:22]=1. (2) Given the reactants [CH3:1][O:2][C:3](=[O:12])[CH2:4][C:5]1[CH:10]=[CH:9][CH:8]=[C:7](Br)[CH:6]=1.[CH3:13][N:14](C=O)C, predict the reaction product. The product is: [CH3:1][O:2][C:3](=[O:12])[CH2:4][C:5]1[CH:10]=[CH:9][CH:8]=[C:7]([C:13]#[N:14])[CH:6]=1. (3) Given the reactants [Cl:1][C:2]1[CH:7]=[CH:6][C:5]([N:8]2[CH2:13][CH2:12][N:11]3[C@@H:14]([C:18]4[CH:23]=[CH:22][C:21]([OH:24])=[C:20]([CH3:25])[C:19]=4[CH3:26])[CH2:15][CH2:16][CH2:17][C@H:10]3[CH2:9]2)=[CH:4][C:3]=1[O:27][CH3:28].C([O-])([O-])=O.[Cs+].[Cs+].[Cl:35][CH2:36][CH2:37][CH2:38]I, predict the reaction product. The product is: [Cl:1][C:2]1[CH:7]=[CH:6][C:5]([N:8]2[CH2:13][CH2:12][N:11]3[C@@H:14]([C:18]4[CH:23]=[CH:22][C:21]([O:24][CH2:38][CH2:37][CH2:36][Cl:35])=[C:20]([CH3:25])[C:19]=4[CH3:26])[CH2:15][CH2:16][CH2:17][C@H:10]3[CH2:9]2)=[CH:4][C:3]=1[O:27][CH3:28]. (4) Given the reactants [CH:1]1([C:5]2[O:9][N:8]=[C:7]([C:10]3[C:15]([Cl:16])=[CH:14][N:13]=[CH:12][C:11]=3[Cl:17])[C:6]=2[C:18](O)=[O:19])[CH2:4][CH2:3][CH2:2]1.C(N(CC)CC)C.ClC(OC(C)C)=O.[BH4-].[Na+], predict the reaction product. The product is: [CH:1]1([C:5]2[O:9][N:8]=[C:7]([C:10]3[C:11]([Cl:17])=[CH:12][N:13]=[CH:14][C:15]=3[Cl:16])[C:6]=2[CH2:18][OH:19])[CH2:2][CH2:3][CH2:4]1. (5) Given the reactants ClC1C=C(N(CC2C=CC(OC)=CC=2)C2C=CC=CC=2)C2N(C(C=CC3C=CN=CC=3)=CN=2)N=1.Cl[C:36]1[CH:37]=[C:38]([NH:47][C:48]2[CH:53]=[CH:52][C:51]([S:54]([NH:57][CH3:58])(=[O:56])=[O:55])=[CH:50][CH:49]=2)[C:39]2[N:40]([C:42]([C:45]#[N:46])=[CH:43][N:44]=2)[N:41]=1.C(N1CCCC(NC2C=C(N(CC3C=CC(OC)=CC=3)C3C=CC=CC=3)C3N(C(C#N)=CN=3)N=2)C1)C1C=CC=CC=1.[C@H:100]1([NH2:107])[CH2:105][CH2:104][C@H:103]([NH2:106])[CH2:102][CH2:101]1, predict the reaction product. The product is: [NH2:106][C@H:103]1[CH2:104][CH2:105][C@H:100]([NH:107][C:36]2[CH:37]=[C:38]([NH:47][C:48]3[CH:53]=[CH:52][C:51]([S:54]([NH:57][CH3:58])(=[O:56])=[O:55])=[CH:50][CH:49]=3)[C:39]3[N:40]([C:42]([C:45]#[N:46])=[CH:43][N:44]=3)[N:41]=2)[CH2:101][CH2:102]1. (6) Given the reactants [Cl:1][C:2]1[CH:7]=[CH:6][C:5]([CH:8]([NH2:30])[C:9]2[CH:14]=[CH:13][C:12]([C:15]3[N:23]=[CH:22][N:21]=[C:20]4[C:16]=3[N:17]=[CH:18][N:19]4C3CCCCO3)=[CH:11][CH:10]=2)=[CH:4][CH:3]=1.Cl, predict the reaction product. The product is: [Cl:1][C:2]1[CH:7]=[CH:6][C:5]([CH:8]([NH2:30])[C:9]2[CH:14]=[CH:13][C:12]([C:15]3[N:23]=[CH:22][N:21]=[C:20]4[C:16]=3[N:17]=[CH:18][NH:19]4)=[CH:11][CH:10]=2)=[CH:4][CH:3]=1. (7) Given the reactants [Br:1][C:2]1[CH:3]=[N:4][C:5]2[N:6]([N:8]=[C:9]([C:11]([OH:13])=O)[CH:10]=2)[CH:7]=1.[CH3:14][CH:15]1[C:24]2[C:19](=[CH:20][C:21]([C:25]3[N:26]=[N:27][NH:28][N:29]=3)=[CH:22][CH:23]=2)[CH2:18][CH2:17][NH:16]1, predict the reaction product. The product is: [Br:1][C:2]1[CH:3]=[N:4][C:5]2[N:6]([N:8]=[C:9]([C:11]([N:16]3[CH2:17][CH2:18][C:19]4[C:24](=[CH:23][CH:22]=[C:21]([C:25]5[N:26]=[N:27][NH:28][N:29]=5)[CH:20]=4)[CH:15]3[CH3:14])=[O:13])[CH:10]=2)[CH:7]=1.